From a dataset of Forward reaction prediction with 1.9M reactions from USPTO patents (1976-2016). Predict the product of the given reaction. (1) Given the reactants [CH3:1][O:2][C:3]1[CH:8]=[CH:7][CH:6]=[CH:5][C:4]=1[C:9]1[C:17]2[C:12](=[N:13][CH:14]=[C:15](B3OC(C)(C)C(C)(C)O3)[CH:16]=2)[N:11]([CH2:27][O:28][CH2:29][CH2:30][Si:31]([CH3:34])([CH3:33])[CH3:32])[N:10]=1.Br[C:36]1[CH:37]=[CH:38][C:39]([NH:45][C:46]([O:48][C:49]([CH3:52])([CH3:51])[CH3:50])=[O:47])=[C:40]([CH:44]=1)[C:41]([OH:43])=[O:42].C(=O)(O)[O-].[Na+].C(O)(=O)CC(CC(O)=O)(C(O)=O)O, predict the reaction product. The product is: [C:49]([O:48][C:46]([NH:45][C:39]1[CH:38]=[CH:37][C:36]([C:15]2[CH:16]=[C:17]3[C:9]([C:4]4[CH:5]=[CH:6][CH:7]=[CH:8][C:3]=4[O:2][CH3:1])=[N:10][N:11]([CH2:27][O:28][CH2:29][CH2:30][Si:31]([CH3:32])([CH3:34])[CH3:33])[C:12]3=[N:13][CH:14]=2)=[CH:44][C:40]=1[C:41]([OH:43])=[O:42])=[O:47])([CH3:52])([CH3:50])[CH3:51]. (2) Given the reactants I[C:2]1[CH:3]=[CH:4][C:5]2[O:10][CH:9]([CH2:11][OH:12])[CH:8]=[CH:7][C:6]=2[CH:13]=1.[Cl:14][C:15]1[CH:20]=[CH:19][C:18]([C:21]2[CH:22]=[CH:23][C:24]([C:27]#[CH:28])=[N:25][CH:26]=2)=[CH:17][CH:16]=1.C(N(CC)CC)C, predict the reaction product. The product is: [Cl:14][C:15]1[CH:16]=[CH:17][C:18]([C:21]2[CH:22]=[CH:23][C:24]([C:27]#[C:28][C:2]3[CH:3]=[CH:4][C:5]4[O:10][CH:9]([CH2:11][OH:12])[CH:8]=[CH:7][C:6]=4[CH:13]=3)=[N:25][CH:26]=2)=[CH:19][CH:20]=1. (3) Given the reactants [CH3:1][O:2][C:3]1[C:12]([C:13]2[S:14][CH:15]=[CH:16][CH:17]=2)=[CH:11][C:10]2[NH:9][C:8](=O)[CH:7]=[N:6][C:5]=2[C:4]=1[C:19]([O:21][CH3:22])=[O:20].P(Cl)(Cl)([Cl:25])=O, predict the reaction product. The product is: [Cl:25][C:8]1[CH:7]=[N:6][C:5]2[C:4]([C:19]([O:21][CH3:22])=[O:20])=[C:3]([O:2][CH3:1])[C:12]([C:13]3[S:14][CH:15]=[CH:16][CH:17]=3)=[CH:11][C:10]=2[N:9]=1. (4) The product is: [C:24]([O:1][CH:2]([C:8]1[N:9]([CH3:23])[C:10]2[C:15]([C:16]=1[C:17]1[CH:22]=[CH:21][CH:20]=[CH:19][CH:18]=1)=[CH:14][CH:13]=[CH:12][CH:11]=2)[C:3]([O:5][CH2:6][CH3:7])=[O:4])([CH3:27])([CH3:26])[CH3:25]. Given the reactants [OH:1][CH:2]([C:8]1[N:9]([CH3:23])[C:10]2[C:15]([C:16]=1[C:17]1[CH:22]=[CH:21][CH:20]=[CH:19][CH:18]=1)=[CH:14][CH:13]=[CH:12][CH:11]=2)[C:3]([O:5][CH2:6][CH3:7])=[O:4].[C:24](Br)([CH3:27])([CH3:26])[CH3:25], predict the reaction product. (5) Given the reactants C(N1C=CN=C1)(N1C=CN=C1)=O.[Br:13][C:14]1[CH:15]=[C:16]([CH:20]=[CH:21][C:22]=1[Cl:23])[C:17](O)=[O:18].C(N(CC)CC)C.Cl.[CH3:32][NH:33][O:34][CH3:35], predict the reaction product. The product is: [Br:13][C:14]1[CH:15]=[C:16]([CH:20]=[CH:21][C:22]=1[Cl:23])[C:17]([N:33]([O:34][CH3:35])[CH3:32])=[O:18]. (6) Given the reactants C(OC([NH:11][C@@H:12]([CH2:20][C:21]1[CH:26]=[CH:25][C:24]([C:27]2[N:32]=[CH:31][C:30]([C:33]3[CH:38]=[CH:37][C:36]([C:39]([CH3:42])([CH3:41])[CH3:40])=[CH:35][CH:34]=3)=[CH:29][N:28]=2)=[CH:23][CH:22]=1)[C:13]([O:15][C:16]([CH3:19])([CH3:18])[CH3:17])=[O:14])=O)C1C=CC=CC=1, predict the reaction product. The product is: [NH2:11][C@@H:12]([CH2:20][C:21]1[CH:26]=[CH:25][C:24]([C:27]2[N:28]=[CH:29][C:30]([C:33]3[CH:38]=[CH:37][C:36]([C:39]([CH3:42])([CH3:41])[CH3:40])=[CH:35][CH:34]=3)=[CH:31][N:32]=2)=[CH:23][CH:22]=1)[C:13]([O:15][C:16]([CH3:18])([CH3:17])[CH3:19])=[O:14]. (7) Given the reactants Cl[C:2]1[CH:3]=[C:4]([OH:8])[CH:5]=[N:6][CH:7]=1.[NH:9]1[CH2:14][CH2:13][O:12][CH2:11][CH2:10]1.C1(P(C2CCCCC2)C2C=CC=CC=2C2C(C(C)C)=CC(C(C)C)=CC=2C(C)C)CCCCC1.C[Si]([N-][Si](C)(C)C)(C)C.[Li+], predict the reaction product. The product is: [O:12]1[CH2:13][CH2:14][N:9]([C:2]2[CH:3]=[C:4]([OH:8])[CH:5]=[N:6][CH:7]=2)[CH2:10][CH2:11]1.